This data is from Full USPTO retrosynthesis dataset with 1.9M reactions from patents (1976-2016). The task is: Predict the reactants needed to synthesize the given product. (1) Given the product [CH2:1]([N:8]1[CH2:13][CH2:12][CH:11]([N:14]([CH2:15][C:16]2[CH:21]=[CH:20][C:19]([O:22][CH3:23])=[CH:18][C:17]=2[O:24][CH3:25])[C:36](=[O:37])[C:35]([F:46])([F:45])[F:34])[CH:10]([CH3:26])[CH2:9]1)[C:2]1[CH:3]=[CH:4][CH:5]=[CH:6][CH:7]=1, predict the reactants needed to synthesize it. The reactants are: [CH2:1]([N:8]1[CH2:13][CH2:12][CH:11]([NH:14][CH2:15][C:16]2[CH:21]=[CH:20][C:19]([O:22][CH3:23])=[CH:18][C:17]=2[O:24][CH3:25])[CH:10]([CH3:26])[CH2:9]1)[C:2]1[CH:7]=[CH:6][CH:5]=[CH:4][CH:3]=1.C(N(CC)CC)C.[F:34][C:35]([F:46])([F:45])[C:36](O[C:36](=[O:37])[C:35]([F:46])([F:45])[F:34])=[O:37].O. (2) The reactants are: C([N-][CH:5]([CH3:7])[CH3:6])(C)C.[Li+].C([Li])CCC.C(NC(C)C)(C)C.CC(C)C=NC(C)(C)C.Br[CH2:31][CH2:32][C:33]1([CH3:38])[O:37][CH2:36][CH2:35][O:34]1.C(O)(=O)[C:40](O)=[O:41]. Given the product [CH3:6][C:5]([CH3:7])([CH2:31][CH2:32][C:33]1([CH3:38])[O:37][CH2:36][CH2:35][O:34]1)[CH:40]=[O:41], predict the reactants needed to synthesize it. (3) The reactants are: [NH:1]1[CH2:6][CH2:5][O:4][CH:3]([C:7](=[O:9])[CH3:8])[CH2:2]1.C(N(CC)CC)C.[C:17](Cl)(=[O:26])[O:18][CH2:19][C:20]1[CH:25]=[CH:24][CH:23]=[CH:22][CH:21]=1. Given the product [C:7]([CH:3]1[O:4][CH2:5][CH2:6][N:1]([C:17]([O:18][CH2:19][C:20]2[CH:25]=[CH:24][CH:23]=[CH:22][CH:21]=2)=[O:26])[CH2:2]1)(=[O:9])[CH3:8], predict the reactants needed to synthesize it. (4) Given the product [C:15]1([C:2]2[C:11]3[C:6](=[CH:7][CH:8]=[CH:9][CH:10]=3)[N:5]=[CH:4][CH:3]=2)[CH:20]=[CH:19][CH:18]=[CH:17][CH:16]=1, predict the reactants needed to synthesize it. The reactants are: Br[C:2]1[C:11]2[C:6](=[CH:7][CH:8]=[CH:9][CH:10]=2)[N:5]=[CH:4][CH:3]=1.C(O)C.[C:15]1(B(O)O)[CH:20]=[CH:19][CH:18]=[CH:17][CH:16]=1.C([O-])([O-])=O.[K+].[K+]. (5) Given the product [Cl:1][C:2]1[C:11]2[C:6](=[CH:7][CH:8]=[C:9]([C:12]([C:14]3[N:18]([CH3:19])[C:17]([CH3:20])=[N:16][CH:15]=3)=[O:13])[CH:10]=2)[N:5]=[C:4]([O:21][CH3:22])[C:3]=1[CH:23]1[CH2:24][CH2:25][CH2:26][CH2:27]1, predict the reactants needed to synthesize it. The reactants are: [Cl:1][C:2]1[C:11]2[C:6](=[CH:7][CH:8]=[C:9]([CH:12]([C:14]3[N:18]([CH3:19])[C:17]([CH3:20])=[N:16][CH:15]=3)[OH:13])[CH:10]=2)[N:5]=[C:4]([O:21][CH3:22])[C:3]=1[CH:23]1[CH2:27][CH2:26][CH2:25][CH2:24]1. (6) Given the product [CH:1]([C:3]1[NH:4][CH:5]=[CH:6][N:7]=1)=[CH2:2].[CH:8]([Si:10]([O:15][CH3:16])([O:13][CH3:14])[O:11][CH3:12])=[CH2:9], predict the reactants needed to synthesize it. The reactants are: [CH:1]([C:3]1[NH:4][CH:5]=[CH:6][N:7]=1)=[CH2:2].[CH:8]([Si:10]([O:15][CH3:16])([O:13][CH3:14])[O:11][CH3:12])=[CH2:9].